From a dataset of Retrosynthesis with 50K atom-mapped reactions and 10 reaction types from USPTO. Predict the reactants needed to synthesize the given product. (1) Given the product CCN(C)C(=O)Cc1csc(N)n1, predict the reactants needed to synthesize it. The reactants are: CCNC.Nc1nc(CC(=O)O)cs1. (2) Given the product CC1(C)Oc2cc[n+]([O-])cc2[C@@H](N2CCCC2=O)[C@@H]1O, predict the reactants needed to synthesize it. The reactants are: CC1(C)Oc2ccncc2[C@@H](N2CCCC2=O)[C@@H]1O.O=C(OO)c1cccc(Cl)c1.